This data is from Full USPTO retrosynthesis dataset with 1.9M reactions from patents (1976-2016). The task is: Predict the reactants needed to synthesize the given product. (1) Given the product [Br:22][C:3]1[C:4]2[C:9](=[CH:8][CH:7]=[CH:6][CH:5]=2)[NH:1][C:2]=1[C:10]1[C:11](=[O:21])[NH:12][N:13]=[C:14]([C:16]2[CH:20]=[N:19][NH:18][CH:17]=2)[CH:15]=1, predict the reactants needed to synthesize it. The reactants are: [NH:1]1[C:9]2[C:4](=[CH:5][CH:6]=[CH:7][CH:8]=2)[CH:3]=[C:2]1[C:10]1[C:11](=[O:21])[NH:12][N:13]=[C:14]([C:16]2[CH:17]=[N:18][NH:19][CH:20]=2)[CH:15]=1.[Br:22]N1C(=O)CCC1=O. (2) Given the product [C:1]1([C:7]2[O:8][CH:9]=[C:10]([CH2:12][O:25][C:21]3[CH:20]=[CH:19][CH:18]=[C:17]4[C:22]=3[CH:23]=[CH:24][C:15]([NH:14][S:26]([C:29]([F:32])([F:31])[F:30])(=[O:28])=[O:27])=[CH:16]4)[N:11]=2)[CH:6]=[CH:5][CH:4]=[CH:3][CH:2]=1, predict the reactants needed to synthesize it. The reactants are: [C:1]1([C:7]2[O:8][CH:9]=[C:10]([CH2:12]Cl)[N:11]=2)[CH:6]=[CH:5][CH:4]=[CH:3][CH:2]=1.[NH2:14][C:15]1[CH:24]=[CH:23][C:22]2[C:21]([OH:25])=[CH:20][CH:19]=[CH:18][C:17]=2[CH:16]=1.[S:26](O[S:26]([C:29]([F:32])([F:31])[F:30])(=[O:28])=[O:27])([C:29]([F:32])([F:31])[F:30])(=[O:28])=[O:27]. (3) Given the product [CH3:21][N:22]1[CH:26]=[CH:25][C:24]([NH:27][C:5](=[O:7])[CH:4]([N:8]2[C:16]3[C:11](=[CH:12][C:13]([CH3:17])=[CH:14][CH:15]=3)[C:10](=[O:18])[C:9]2=[O:19])[CH2:3][CH:2]([CH3:1])[CH3:20])=[N:23]1, predict the reactants needed to synthesize it. The reactants are: [CH3:1][CH:2]([CH3:20])[CH2:3][CH:4]([N:8]1[C:16]2[C:11](=[CH:12][C:13]([CH3:17])=[CH:14][CH:15]=2)[C:10](=[O:18])[C:9]1=[O:19])[C:5]([OH:7])=O.[CH3:21][N:22]1[CH:26]=[CH:25][C:24]([NH2:27])=[N:23]1.C(N(CC)C(C)C)(C)C.F[P-](F)(F)(F)(F)F.N1(O[P+](N(C)C)(N(C)C)N(C)C)C2C=CC=CC=2N=N1. (4) Given the product [CH:2]1([CH2:5][O:6][C:7]2[CH:12]=[CH:11][C:10]([CH3:13])=[CH:9][C:8]=2[C:14]2[C:15]3[NH:22][C:21]([CH3:23])=[C:20]([C:24]([NH:26][CH:27]4[CH2:28][CH2:29][N:30]([C:33](=[O:36])[CH2:34][CH3:35])[CH2:31][CH2:32]4)=[O:25])[C:16]=3[N:17]=[CH:18][N:19]=2)[CH2:4][CH2:3]1, predict the reactants needed to synthesize it. The reactants are: Cl.[CH:2]1([CH2:5][O:6][C:7]2[CH:12]=[CH:11][C:10]([CH3:13])=[CH:9][C:8]=2[C:14]2[C:15]3[NH:22][C:21]([CH3:23])=[C:20]([C:24]([NH:26][CH:27]4[CH2:32][CH2:31][NH:30][CH2:29][CH2:28]4)=[O:25])[C:16]=3[N:17]=[CH:18][N:19]=2)[CH2:4][CH2:3]1.[C:33](Cl)(=[O:36])[CH2:34][CH3:35]. (5) Given the product [CH2:1]([N:8]1[CH2:13][CH2:12][CH:11]([CH2:14][N:16]2[CH2:21][CH2:20][N:19]([C:22]([CH3:25])([CH3:24])[CH3:23])[CH2:18][CH2:17]2)[CH2:10][CH2:9]1)[C:2]1[CH:7]=[CH:6][CH:5]=[CH:4][CH:3]=1, predict the reactants needed to synthesize it. The reactants are: [CH2:1]([N:8]1[CH2:13][CH2:12][CH:11]([C:14]([N:16]2[CH2:21][CH2:20][N:19]([C:22]([CH3:25])([CH3:24])[CH3:23])[CH2:18][CH2:17]2)=O)[CH2:10][CH2:9]1)[C:2]1[CH:7]=[CH:6][CH:5]=[CH:4][CH:3]=1.[H-].[H-].[H-].[H-].[Li+].[Al+3]. (6) Given the product [CH3:1][CH:2]1[CH2:7][C:6](=[O:8])[CH:5]=[C:4]([C:19]2[CH:24]=[CH:23][N:22]=[CH:21][C:20]=2[N+:25]([O-:27])=[O:26])[CH2:3]1, predict the reactants needed to synthesize it. The reactants are: [CH3:1][CH:2]1[CH2:7][C:6](=[O:8])[CH:5]=[C:4](B2OC(C)(C)C(C)(C)O2)[CH2:3]1.Cl[C:19]1[CH:24]=[CH:23][N:22]=[CH:21][C:20]=1[N+:25]([O-:27])=[O:26].C([O-])([O-])=O.[Na+].[Na+].ClCCl. (7) The reactants are: COC(C1C=C(O)C2C(=C(OCC3C=CC=CC=3)C=C(C#CCOCC3C=CC=CC=3)C=2)N=1)=O.[CH3:35][O:36][C:37]([C:39]1[CH:48]=[C:47]([OH:49])[C:46]2[C:41](=[C:42]([C:52]#[N:53])[CH:43]=[C:44]([C:50]#[CH:51])[CH:45]=2)[N:40]=1)=[O:38]. Given the product [CH3:35][O:36][C:37]([C:39]1[CH:48]=[C:47]([OH:49])[C:46]2[C:41](=[C:42]([C:52]#[N:53])[CH:43]=[C:44]([CH2:50][CH3:51])[CH:45]=2)[N:40]=1)=[O:38], predict the reactants needed to synthesize it. (8) Given the product [ClH:3].[Cl:3][CH2:19][C:16]1[N:17]=[C:13]([C:9]2[CH:10]=[CH:11][CH:12]=[C:7]([O:6][CH3:5])[CH:8]=2)[O:14][C:15]=1[CH3:20], predict the reactants needed to synthesize it. The reactants are: S(Cl)([Cl:3])=O.[CH3:5][O:6][C:7]1[CH:8]=[C:9]([C:13]2[O:14][C:15]([CH3:20])=[C:16]([CH3:19])[N+:17]=2[O-])[CH:10]=[CH:11][CH:12]=1. (9) Given the product [Cl:3][C:4]1[CH:38]=[CH:37][CH:36]=[C:35]([Cl:39])[C:5]=1[C:6]([NH:8][C@H:9]([C:31]([OH:33])=[O:32])[CH2:10][C:11]1[CH:12]=[CH:13][C:14]([C:17]([NH:19][CH2:20][C:21]2[CH:22]=[N:23][C:24]3[NH:25][CH2:26][CH2:27][CH2:28][C:29]=3[CH:30]=2)=[O:18])=[CH:15][CH:16]=1)=[O:7], predict the reactants needed to synthesize it. The reactants are: [Li+].[OH-].[Cl:3][C:4]1[CH:38]=[CH:37][CH:36]=[C:35]([Cl:39])[C:5]=1[C:6]([NH:8][C@H:9]([C:31]([O:33]C)=[O:32])[CH2:10][C:11]1[CH:16]=[CH:15][C:14]([C:17]([NH:19][CH2:20][C:21]2[CH:22]=[N:23][C:24]3[NH:25][CH2:26][CH2:27][CH2:28][C:29]=3[CH:30]=2)=[O:18])=[CH:13][CH:12]=1)=[O:7]. (10) Given the product [CH2:1]([O:3][C:4](=[O:12])[C:5]1[CH:10]=[CH:9][CH:8]=[C:7]([NH:11][C:23](=[O:24])[C:22]2[CH:26]=[CH:27][CH:28]=[CH:29][C:21]=2[Cl:20])[CH:6]=1)[CH3:2], predict the reactants needed to synthesize it. The reactants are: [CH2:1]([O:3][C:4](=[O:12])[C:5]1[CH:10]=[CH:9][CH:8]=[C:7]([NH2:11])[CH:6]=1)[CH3:2].CCN(CC)CC.[Cl:20][C:21]1[CH:29]=[CH:28][CH:27]=[CH:26][C:22]=1[C:23](Cl)=[O:24].